This data is from Reaction yield outcomes from USPTO patents with 853,638 reactions. The task is: Predict the reaction yield, written as a fraction of the theoretical maximum amount of product (1.0 means a 100% yield; for example, 0.34 means a 34% yield). (1) The reactants are Cl.[F:2][C:3]1[CH:22]=[CH:21][C:6]([CH2:7][O:8][CH2:9][C:10]([NH:12][CH2:13][CH2:14][CH:15]2[CH2:20][CH2:19][NH:18][CH2:17][CH2:16]2)=[O:11])=[CH:5][CH:4]=1.C(N(CC)CC)C.[CH3:30][O:31][C:32]1[CH:33]=[C:34]([N:40]=[C:41]=[O:42])[CH:35]=[CH:36][C:37]=1[O:38][CH3:39]. The catalyst is C1COCC1. The product is [F:2][C:3]1[CH:22]=[CH:21][C:6]([CH2:7][O:8][CH2:9][C:10]([NH:12][CH2:13][CH2:14][CH:15]2[CH2:16][CH2:17][N:18]([C:41]([NH:40][C:34]3[CH:35]=[CH:36][C:37]([O:38][CH3:39])=[C:32]([O:31][CH3:30])[CH:33]=3)=[O:42])[CH2:19][CH2:20]2)=[O:11])=[CH:5][CH:4]=1. The yield is 0.490. (2) The yield is 1.00. The reactants are [C:1]([O:5][C:6](=[O:17])[NH:7][C@H:8]([C:10]1[CH:15]=[CH:14][CH:13]=[C:12]([OH:16])[CH:11]=1)[CH3:9])([CH3:4])([CH3:3])[CH3:2].Cl[C:19]1[CH:24]=[N:23][CH:22]=[CH:21][N:20]=1.C(=O)([O-])[O-].[K+].[K+].N1C=CC=CC=1. The catalyst is C(Cl)Cl.[Cu](I)I.CCOC(C)=O. The product is [C:1]([O:5][C:6](=[O:17])[NH:7][C@H:8]([C:10]1[CH:15]=[CH:14][CH:13]=[C:12]([O:16][C:19]2[CH:24]=[N:23][CH:22]=[CH:21][N:20]=2)[CH:11]=1)[CH3:9])([CH3:2])([CH3:3])[CH3:4]. (3) The reactants are [C:1]([O:18][C@@H:19]([CH2:38][O:39]CC1C=CC(OC)=CC=1)[CH2:20][O:21][CH2:22][CH2:23][CH2:24][CH2:25][CH2:26][CH2:27][CH2:28][CH2:29][CH2:30][CH2:31][CH2:32][CH2:33][CH2:34][CH2:35][CH2:36][CH3:37])(=[O:17])[CH2:2][CH2:3][CH2:4][CH2:5][CH2:6][CH2:7][CH2:8][CH2:9][CH2:10][CH2:11][CH2:12][CH2:13][CH2:14][CH2:15][CH3:16]. The catalyst is CCO.CC(O)=O.[OH-].[OH-].[Pd+2]. The product is [C:1]([O:18][C@@H:19]([CH2:38][OH:39])[CH2:20][O:21][CH2:22][CH2:23][CH2:24][CH2:25][CH2:26][CH2:27][CH2:28][CH2:29][CH2:30][CH2:31][CH2:32][CH2:33][CH2:34][CH2:35][CH2:36][CH3:37])(=[O:17])[CH2:2][CH2:3][CH2:4][CH2:5][CH2:6][CH2:7][CH2:8][CH2:9][CH2:10][CH2:11][CH2:12][CH2:13][CH2:14][CH2:15][CH3:16]. The yield is 0.660. (4) The reactants are [H-].[Na+].[NH:3]1[C:7]2[CH:8]=[CH:9][CH:10]=[CH:11][C:6]=2[N:5]=[C:4]1[C@H:12]1[CH2:15][C@H:14]([OH:16])[CH2:13]1.F[C:18]1[C:23]([CH:24]2[CH2:29][CH2:28][O:27][CH2:26][CH2:25]2)=[CH:22][CH:21]=[CH:20][N:19]=1.C(OCC)(=O)C. The catalyst is CN(C=O)C. The product is [O:27]1[CH2:28][CH2:29][CH:24]([C:23]2[C:18]([O:16][C@H:14]3[CH2:13][C@H:12]([C:4]4[NH:5][C:6]5[CH:11]=[CH:10][CH:9]=[CH:8][C:7]=5[N:3]=4)[CH2:15]3)=[N:19][CH:20]=[CH:21][CH:22]=2)[CH2:25][CH2:26]1. The yield is 0.180. (5) The reactants are [O:1]1[C:5]2[CH:6]=[CH:7][C:8]([C:10](=[O:13])[CH2:11][CH3:12])=[CH:9][C:4]=2[CH2:3][CH2:2]1.ClC1C(=O)C(C#N)=C(C#N)C(=O)C=1Cl. The catalyst is O1CCOCC1. The product is [O:1]1[C:5]2[CH:6]=[CH:7][C:8]([C:10](=[O:13])[CH2:11][CH3:12])=[CH:9][C:4]=2[CH:3]=[CH:2]1. The yield is 0.260. (6) The reactants are Cl.[Cl:2][C:3]1[CH:8]=[CH:7][N:6]=[C:5]([C:9]([O:11]C)=O)[CH:4]=1.[NH2:13][CH2:14][CH2:15][N:16]1[CH2:21][CH2:20][O:19][CH2:18][CH2:17]1.O. The catalyst is C1COCC1. The product is [Cl:2][C:3]1[CH:8]=[CH:7][N:6]=[C:5]([C:9](=[O:11])[NH:13][CH2:14][CH2:15][N:16]2[CH2:21][CH2:20][O:19][CH2:18][CH2:17]2)[CH:4]=1. The yield is 0.950.